From a dataset of Full USPTO retrosynthesis dataset with 1.9M reactions from patents (1976-2016). Predict the reactants needed to synthesize the given product. Given the product [OH:22][C:12]([CH2:13][CH2:14][CH2:15][CH2:16][CH3:17])(/[CH:11]=[CH:10]/[CH3:9])[CH2:3][C:4]([O:6][CH2:7][CH3:8])=[O:5], predict the reactants needed to synthesize it. The reactants are: Br[Zn][CH2:3][C:4]([O:6][CH2:7][CH3:8])=[O:5].[CH3:9][C:10](=O)/[CH:11]=[CH:12]/[CH2:13][CH2:14][CH2:15][CH2:16][CH3:17].Cl.C(OCC)(=[O:22])C.